From a dataset of Catalyst prediction with 721,799 reactions and 888 catalyst types from USPTO. Predict which catalyst facilitates the given reaction. (1) Reactant: C1(C)C=CC(S([N:10]2[CH:14]=[C:13]([C@@H:15]([NH:18]S(C(C)(C)C)=O)[CH2:16][CH3:17])[CH:12]=[N:11]2)(=O)=O)=CC=1.Cl. Product: [NH:10]1[CH:14]=[C:13]([C@@H:15]([NH2:18])[CH2:16][CH3:17])[CH:12]=[N:11]1. The catalyst class is: 71. (2) Reactant: [CH2:1]([C:3]1[C:8]([CH:9]=O)=[CH:7][CH:6]=[CH:5][C:4]=1[C:11]1[S:15][C:14]([C:16]2[CH:17]=[CH:18][C:19]([O:24][CH:25]([CH3:27])[CH3:26])=[C:20]([CH:23]=2)[C:21]#[N:22])=[N:13][CH:12]=1)[CH3:2].C(O)(=O)C.C([O-])(=O)C.[Na+].[NH:37]1[CH2:40][CH:39]([C:41]([O:43][CH3:44])=[O:42])[CH2:38]1. Product: [C:21]([C:20]1[CH:23]=[C:16]([C:14]2[S:15][C:11]([C:4]3[C:3]([CH2:1][CH3:2])=[C:8]([CH2:9][N:37]4[CH2:40][CH:39]([C:41]([O:43][CH3:44])=[O:42])[CH2:38]4)[CH:7]=[CH:6][CH:5]=3)=[CH:12][N:13]=2)[CH:17]=[CH:18][C:19]=1[O:24][CH:25]([CH3:27])[CH3:26])#[N:22]. The catalyst class is: 8. (3) Reactant: C([O:3][C:4](=O)[CH2:5][C:6]1[N:7]=[C:8]([NH:21][CH2:22][C:23]2[CH:28]=[CH:27][CH:26]=[CH:25][N:24]=2)[C:9]2[C:14]([C:15]3[CH:20]=[CH:19][CH:18]=[CH:17][CH:16]=3)=[CH:13][S:12][C:10]=2[N:11]=1)C.[H-].C([Al+]CC(C)C)C(C)C. Product: [C:15]1([C:14]2[C:9]3[C:8]([NH:21][CH2:22][C:23]4[CH:28]=[CH:27][CH:26]=[CH:25][N:24]=4)=[N:7][C:6]([CH2:5][CH2:4][OH:3])=[N:11][C:10]=3[S:12][CH:13]=2)[CH:16]=[CH:17][CH:18]=[CH:19][CH:20]=1. The catalyst class is: 7.